From a dataset of Forward reaction prediction with 1.9M reactions from USPTO patents (1976-2016). Predict the product of the given reaction. Given the reactants [F:1][C:2]1[CH:7]=[CH:6][C:5]([C:8]2[C:12]([I:13])=[C:11]([CH2:14][CH2:15][OH:16])[NH:10][N:9]=2)=[CH:4][CH:3]=1.C=O.[C:19]1(C)C=CC(S(O)(=O)=O)=CC=1, predict the reaction product. The product is: [F:1][C:2]1[CH:3]=[CH:4][C:5]([C:8]2[C:12]([I:13])=[C:11]3[N:10]([CH2:19][O:16][CH2:15][CH2:14]3)[N:9]=2)=[CH:6][CH:7]=1.